This data is from Catalyst prediction with 721,799 reactions and 888 catalyst types from USPTO. The task is: Predict which catalyst facilitates the given reaction. (1) Reactant: [CH2:1]([O:8][C:9]1[C:14](=[O:15])[CH:13]=[CH:12]O[C:10]=1[CH3:16])[C:2]1[CH:7]=[CH:6][CH:5]=[CH:4][CH:3]=1.Cl.[F:18][C:19]([F:23])([F:22])[CH2:20][NH2:21]. Product: [CH2:1]([O:8][C:9]1[C:14](=[O:15])[CH:13]=[CH:12][N:21]([CH2:20][C:19]([F:23])([F:22])[F:18])[C:10]=1[CH3:16])[C:2]1[CH:3]=[CH:4][CH:5]=[CH:6][CH:7]=1. The catalyst class is: 17. (2) Reactant: [NH2:1][C:2]1[CH:3]=[C:4]([NH:12][C:13]2[N:22]=[CH:21][C:20]3[N:19]([CH3:23])[C:18](=[O:24])[CH2:17][N:16]([CH:25]([CH3:27])[CH3:26])[C:15]=3[N:14]=2)[CH:5]=[C:6]([S:8]([CH3:11])(=[O:10])=[O:9])[CH:7]=1.[Cl:28][CH2:29][CH2:30][N:31]=[C:32]=[O:33].C(OC(C)C)(C)C. Product: [Cl:28][CH2:29][CH2:30][NH:31][C:32]([NH:1][C:2]1[CH:7]=[C:6]([S:8]([CH3:11])(=[O:9])=[O:10])[CH:5]=[C:4]([NH:12][C:13]2[N:22]=[CH:21][C:20]3[N:19]([CH3:23])[C:18](=[O:24])[CH2:17][N:16]([CH:25]([CH3:27])[CH3:26])[C:15]=3[N:14]=2)[CH:3]=1)=[O:33]. The catalyst class is: 12. (3) Reactant: C[O:2][C:3]([C:5]1[CH:10]=[CH:9][C:8]([CH:11]2[CH2:15][CH2:14][O:13][CH2:12]2)=[C:7]([O:16][CH2:17][CH:18]2[CH2:20][CH2:19]2)[N:6]=1)=[O:4].C[O:22][C:23]([C:25]1[CH:30]=[CH:29][C:28]([CH:31]2[CH2:35][CH2:34][CH2:33][O:32]2)=[C:27]([O:36][CH2:37][CH:38]2[CH2:40][CH2:39]2)[N:26]=1)=[O:24].[OH-].[Na+]. Product: [CH:18]1([CH2:17][O:16][C:7]2[N:6]=[C:5]([C:3]([OH:4])=[O:2])[CH:10]=[CH:9][C:8]=2[CH:11]2[CH2:15][CH2:14][O:13][CH2:12]2)[CH2:19][CH2:20]1.[CH:38]1([CH2:37][O:36][C:27]2[N:26]=[C:25]([C:23]([OH:24])=[O:22])[CH:30]=[CH:29][C:28]=2[CH:31]2[CH2:35][CH2:34][CH2:33][O:32]2)[CH2:39][CH2:40]1. The catalyst class is: 8. (4) Product: [Br:4][CH2:5][C:6]1[CH:14]=[CH:13][C:9]([CH2:10][OH:11])=[CH:8][CH:7]=1. Reactant: S(C)C.[Br:4][CH2:5][C:6]1[CH:14]=[CH:13][C:9]([C:10](O)=[O:11])=[CH:8][CH:7]=1.CO. The catalyst class is: 76. (5) Reactant: Cl.[F:2][C:3]1[CH:4]=[C:5]([C@H:10]2[N:15]([CH2:16][C:17]([O:19][CH3:20])=[O:18])[C:14](=[O:21])[C:13]3([CH2:27][O:26][CH2:25][CH2:24][O:23][CH2:22]3)[NH:12][CH2:11]2)[CH:6]=[C:7]([F:9])[CH:8]=1.[C:28](=O)([O-])[O-].[K+].[K+].CI. Product: [F:9][C:7]1[CH:6]=[C:5]([C@H:10]2[N:15]([CH2:16][C:17]([O:19][CH3:20])=[O:18])[C:14](=[O:21])[C:13]3([CH2:22][O:23][CH2:24][CH2:25][O:26][CH2:27]3)[N:12]([CH3:28])[CH2:11]2)[CH:4]=[C:3]([F:2])[CH:8]=1. The catalyst class is: 10.